Regression. Given a peptide amino acid sequence and an MHC pseudo amino acid sequence, predict their binding affinity value. This is MHC class I binding data. From a dataset of Peptide-MHC class I binding affinity with 185,985 pairs from IEDB/IMGT. (1) The peptide sequence is MMIMIKFMGV. The MHC is HLA-A68:02 with pseudo-sequence HLA-A68:02. The binding affinity (normalized) is 0.661. (2) The peptide sequence is MTMITPPTF. The MHC is HLA-B83:01 with pseudo-sequence HLA-B83:01. The binding affinity (normalized) is 0.213. (3) The peptide sequence is QQYAGWSAL. The MHC is HLA-B46:01 with pseudo-sequence HLA-B46:01. The binding affinity (normalized) is 0.0847. (4) The peptide sequence is FQAGWEDPT. The MHC is HLA-B46:01 with pseudo-sequence HLA-B46:01. The binding affinity (normalized) is 0.0847.